From a dataset of Peptide-MHC class II binding affinity with 134,281 pairs from IEDB. Regression. Given a peptide amino acid sequence and an MHC pseudo amino acid sequence, predict their binding affinity value. This is MHC class II binding data. (1) The peptide sequence is TMASYQAVSTAAVAA. The MHC is DRB1_0701 with pseudo-sequence DRB1_0701. The binding affinity (normalized) is 0.183. (2) The peptide sequence is EKKAFAATQFEPLAA. The MHC is HLA-DQA10501-DQB10301 with pseudo-sequence HLA-DQA10501-DQB10301. The binding affinity (normalized) is 0.118. (3) The peptide sequence is MTSRFMTDPHAMRDM. The MHC is DRB1_1201 with pseudo-sequence DRB1_1201. The binding affinity (normalized) is 0.123. (4) The peptide sequence is YSYLQDSDPDSFQD. The MHC is DRB1_0401 with pseudo-sequence DRB1_0401. The binding affinity (normalized) is 0.492. (5) The peptide sequence is ASYASPSLQTLIAVS. The MHC is HLA-DPA10201-DPB11401 with pseudo-sequence HLA-DPA10201-DPB11401. The binding affinity (normalized) is 0.361.